From a dataset of Reaction yield outcomes from USPTO patents with 853,638 reactions. Predict the reaction yield, written as a fraction of the theoretical maximum amount of product (1.0 means a 100% yield; for example, 0.34 means a 34% yield). (1) The reactants are [CH3:1][O:2][C:3]1[CH:4]=[C:5]2[C:10](=[CH:11][CH:12]=1)[CH:9]([CH2:13][C:14]1[CH:19]=[CH:18][C:17]([O:20][CH2:21][C:22]3[CH:27]=[CH:26][CH:25]=[CH:24][CH:23]=3)=[CH:16][CH:15]=1)[NH:8][CH2:7][CH2:6]2.C(N(CC)CC)C.[C:35](Cl)(=[O:42])[C:36]1[CH:41]=[CH:40][CH:39]=[CH:38][CH:37]=1. The catalyst is CN(C)C1C=CN=CC=1.C(Cl)Cl. The product is [C:35]([N:8]1[CH2:7][CH2:6][C:5]2[C:10](=[CH:11][CH:12]=[C:3]([O:2][CH3:1])[CH:4]=2)[CH:9]1[CH2:13][C:14]1[CH:19]=[CH:18][C:17]([O:20][CH2:21][C:22]2[CH:27]=[CH:26][CH:25]=[CH:24][CH:23]=2)=[CH:16][CH:15]=1)(=[O:42])[C:36]1[CH:41]=[CH:40][CH:39]=[CH:38][CH:37]=1. The yield is 0.900. (2) The reactants are [OH:1][C:2]1[CH:3]=[C:4]([CH:10]=[CH:11][CH:12]=1)[C:5]([O:7][CH2:8][CH3:9])=[O:6].C(Cl)(Cl)(Cl)Cl.CCN(C(C)C)C(C)C.[PH:27](=[O:44])([O:36][CH2:37][C:38]1[CH:43]=[CH:42][CH:41]=[CH:40][CH:39]=1)[O:28][CH2:29][C:30]1[CH:35]=[CH:34][CH:33]=[CH:32][CH:31]=1. The catalyst is CC#N.CN(C1C=CN=CC=1)C. The product is [CH2:29]([O:28][P:27]([O:1][C:2]1[CH:3]=[C:4]([CH:10]=[CH:11][CH:12]=1)[C:5]([O:7][CH2:8][CH3:9])=[O:6])([O:36][CH2:37][C:38]1[CH:43]=[CH:42][CH:41]=[CH:40][CH:39]=1)=[O:44])[C:30]1[CH:31]=[CH:32][CH:33]=[CH:34][CH:35]=1. The yield is 0.900. (3) The reactants are [C:1]([NH:4][CH:5]([C:7]1[CH:16]=[CH:15][C:10]([C:11]([O:13]C)=[O:12])=[CH:9][CH:8]=1)[CH3:6])(=[O:3])[CH3:2].O.[OH-].[Li+].O.CO. The catalyst is O1CCCC1. The product is [C:1]([NH:4][CH:5]([C:7]1[CH:16]=[CH:15][C:10]([C:11]([OH:13])=[O:12])=[CH:9][CH:8]=1)[CH3:6])(=[O:3])[CH3:2]. The yield is 0.800. (4) The reactants are [CH3:1][O:2][C:3]1[CH:4]=[C:5]([C:20](O)([CH3:22])[CH3:21])[C:6]2[O:10][C:9]([C:11]3[CH:16]=[CH:15][C:14]([O:17][CH3:18])=[CH:13][CH:12]=3)=[CH:8][C:7]=2[CH:19]=1. The catalyst is C1COCC1. The product is [C:20]([C:5]1[C:6]2[O:10][C:9]([C:11]3[CH:16]=[CH:15][C:14]([O:17][CH3:18])=[CH:13][CH:12]=3)=[CH:8][C:7]=2[CH:19]=[C:3]([O:2][CH3:1])[CH:4]=1)([CH3:22])=[CH2:21]. The yield is 0.770. (5) The reactants are [CH:1]1[C:13]2[NH:12][C:11]3[C:6](=[CH:7][CH:8]=[CH:9][CH:10]=3)[C:5]=2[CH:4]=[CH:3][CH:2]=1.Br[C:15]1[C:24]2[C:19](=[CH:20][CH:21]=[CH:22][CH:23]=2)[C:18](Br)=[CH:17][CH:16]=1.N[CH:27](N)[CH2:28][CH2:29][CH2:30][CH2:31][CH3:32].[O-]P([O-])([O-])=O.[K+].[K+].[K+]. The catalyst is O1CCOCC1.[Cu]I. The product is [C:15]1([C:27]2[CH:32]=[CH:31][C:30]([C:8]3[CH:7]=[C:6]4[C:11](=[CH:10][CH:9]=3)[NH:12][C:13]3[CH:1]=[CH:2][C:3]([C:1]5[CH:13]=[CH:5][CH:4]=[CH:3][CH:2]=5)=[CH:4][C:5]4=3)=[CH:29][CH:28]=2)[C:24]2[C:19](=[CH:20][CH:21]=[CH:22][CH:23]=2)[CH:18]=[CH:17][CH:16]=1. The yield is 0.0600. (6) The product is [C:15]([O:19][C:20](=[O:29])[NH:21][C@H:22]1[CH2:23][CH2:24][C@@H:25]([NH:28][C:2]2[N:7]=[C:6]([N:8]([CH3:10])[CH3:9])[C:5]([C:11]([F:14])([F:13])[F:12])=[CH:4][N:3]=2)[CH2:26][CH2:27]1)([CH3:18])([CH3:16])[CH3:17]. The catalyst is CC(O)C. The yield is 0.650. The reactants are Cl[C:2]1[N:7]=[C:6]([N:8]([CH3:10])[CH3:9])[C:5]([C:11]([F:14])([F:13])[F:12])=[CH:4][N:3]=1.[C:15]([O:19][C:20](=[O:29])[NH:21][C@H:22]1[CH2:27][CH2:26][C@@H:25]([NH2:28])[CH2:24][CH2:23]1)([CH3:18])([CH3:17])[CH3:16].CCN(C(C)C)C(C)C. (7) The reactants are C([O:8][C:9]1[CH:10]=[CH:11][C:12]2[C:13]3[N:14]([CH2:30][CH2:31][N:32]=3)[C:15]([NH:21][C:22](=[O:29])[C:23]3[CH:28]=[CH:27][CH:26]=[N:25][CH:24]=3)=[N:16][C:17]=2[C:18]=1[O:19][CH3:20])C1C=CC=CC=1.C(O)(C(F)(F)F)=O. The catalyst is CO. The product is [OH:8][C:9]1[CH:10]=[CH:11][C:12]2[C:13]3[N:14]([CH2:30][CH2:31][N:32]=3)[C:15]([NH:21][C:22](=[O:29])[C:23]3[CH:28]=[CH:27][CH:26]=[N:25][CH:24]=3)=[N:16][C:17]=2[C:18]=1[O:19][CH3:20]. The yield is 0.660. (8) The reactants are Br[C:2]1[CH:3]=[N:4][C:5]([CH2:8][CH2:9][CH2:10][CH2:11][CH2:12][CH3:13])=[CH:6][CH:7]=1.[NH2:14][C:15]1[CH:20]=[CH:19][CH:18]=[CH:17][CH:16]=1. No catalyst specified. The product is [CH2:8]([C:5]1[N:4]=[CH:3][C:2]([NH:14][C:15]2[CH:20]=[CH:19][CH:18]=[CH:17][CH:16]=2)=[CH:7][CH:6]=1)[CH2:9][CH2:10][CH2:11][CH2:12][CH3:13]. The yield is 0.880. (9) The reactants are [Cl:1][C:2]1[CH:3]=[C:4]([N:10]2[C@@H:18]([CH:19]3[CH2:23][CH2:22][CH2:21][CH2:20]3)[C@@H:17]3[C:12]([C:13]4[CH:27]=[CH:26][C:25]([C:28]([OH:30])=O)=[CH:24][C:14]=4[CH2:15][CH2:16]3)=[N:11]2)[CH:5]=[CH:6][C:7]=1[C:8]#[N:9].ON1C2C=CC=CC=2N=N1.C(N(CC)CC)C.F[B-](F)(F)F.N1(OC(N(C)C)=[N+](C)C)C2C=CC=CC=2N=N1.[CH2:70]([CH2:72][NH2:73])[OH:71]. The catalyst is CN(C)C=O.C(#N)C.O. The product is [Cl:1][C:2]1[CH:3]=[C:4]([N:10]2[C@@H:18]([CH:19]3[CH2:23][CH2:22][CH2:21][CH2:20]3)[C@@H:17]3[C:12]([C:13]4[CH:27]=[CH:26][C:25]([C:28]([NH:73][CH2:72][CH2:70][OH:71])=[O:30])=[CH:24][C:14]=4[CH2:15][CH2:16]3)=[N:11]2)[CH:5]=[CH:6][C:7]=1[C:8]#[N:9]. The yield is 0.330.